From a dataset of Catalyst prediction with 721,799 reactions and 888 catalyst types from USPTO. Predict which catalyst facilitates the given reaction. (1) Reactant: [Cl:1][C:2]1[CH:18]=[CH:17][C:5]2[CH2:6][CH2:7][N:8]([C:11](=[O:16])[C:12]([F:15])([F:14])[F:13])[CH2:9][CH2:10][C:4]=2[C:3]=1OS(C(F)(F)F)(=O)=O.[NH2:27][CH2:28][C:29]1[CH:34]=[CH:33][C:32]([CH2:35][S:36][CH:37]2[CH2:41][CH2:40][CH2:39][CH2:38]2)=[CH:31][N:30]=1. Product: [Cl:1][C:2]1[CH:18]=[CH:17][C:5]2[CH2:6][CH2:7][N:8]([C:11](=[O:16])[C:12]([F:15])([F:14])[F:13])[CH2:9][CH2:10][C:4]=2[C:3]=1[NH:27][CH2:28][C:29]1[CH:34]=[CH:33][C:32]([CH2:35][S:36][CH:37]2[CH2:41][CH2:40][CH2:39][CH2:38]2)=[CH:31][N:30]=1. The catalyst class is: 11. (2) Reactant: C([Li])CCC.C(NC(C)C)(C)C.[S:13]1[CH:17]=[CH:16][C:15]2[C:18]([C:22]([OH:24])=[O:23])=[CH:19][CH:20]=[CH:21][C:14]1=2.[B:25](OC(C)C)([O:30]C(C)C)[O:26]C(C)C. Product: [C:22]([C:18]1[C:15]2[CH:16]=[C:17]([B:25]([OH:30])[OH:26])[S:13][C:14]=2[CH:21]=[CH:20][CH:19]=1)([OH:24])=[O:23]. The catalyst class is: 1.